This data is from Merck oncology drug combination screen with 23,052 pairs across 39 cell lines. The task is: Regression. Given two drug SMILES strings and cell line genomic features, predict the synergy score measuring deviation from expected non-interaction effect. (1) Drug 1: O=P1(N(CCCl)CCCl)NCCCO1. Drug 2: CC1(c2nc3c(C(N)=O)cccc3[nH]2)CCCN1. Cell line: PA1. Synergy scores: synergy=9.08. (2) Drug 1: Cn1c(=O)n(-c2ccc(C(C)(C)C#N)cc2)c2c3cc(-c4cnc5ccccc5c4)ccc3ncc21. Drug 2: CCc1c2c(nc3ccc(O)cc13)-c1cc3c(c(=O)n1C2)COC(=O)C3(O)CC. Cell line: VCAP. Synergy scores: synergy=20.2. (3) Cell line: LOVO. Drug 2: Cc1nc(Nc2ncc(C(=O)Nc3c(C)cccc3Cl)s2)cc(N2CCN(CCO)CC2)n1. Drug 1: COC12C(COC(N)=O)C3=C(C(=O)C(C)=C(N)C3=O)N1CC1NC12. Synergy scores: synergy=60.0. (4) Drug 1: O=C(NOCC(O)CO)c1ccc(F)c(F)c1Nc1ccc(I)cc1F. Drug 2: COC1=C2CC(C)CC(OC)C(O)C(C)C=C(C)C(OC(N)=O)C(OC)C=CC=C(C)C(=O)NC(=CC1=O)C2=O. Cell line: DLD1. Synergy scores: synergy=18.6.